The task is: Predict which catalyst facilitates the given reaction.. This data is from Catalyst prediction with 721,799 reactions and 888 catalyst types from USPTO. (1) Reactant: [C:1]([C:4]1[CH:26]=[CH:25][C:24]([C:27]2[CH:28]=[N:29][C:30]([C:33]([F:36])([F:35])[F:34])=[N:31][CH:32]=2)=[CH:23][C:5]=1[CH2:6]NC([C@@H]1C[C@@H](F)CN1C(OC(C)(C)C)=O)=O)(=[O:3])[NH2:2].F[C:38](F)(F)[C:39]1[CH:40]=NC(B(O)O)=N[CH:44]=1.[C:50](=O)([O-:52])[O-:51].[K+].[K+].O. Product: [O:3]=[C:1]1[C:4]2[C:5](=[CH:23][C:24]([C:27]3[CH:28]=[N:29][C:30]([C:33]([F:34])([F:36])[F:35])=[N:31][CH:32]=3)=[CH:25][CH:26]=2)[CH2:6][N:2]1[C:50]([O:52][C:39]([CH3:40])([CH3:44])[CH3:38])=[O:51]. The catalyst class is: 75. (2) Reactant: [F-].[K+].[NH2:3][CH2:4][C:5]1[N:10]=[C:9]([CH3:11])[N:8]=[C:7]([O:12][C:13]2[CH:18]=[CH:17][C:16]([CH2:19][S:20]([NH:23][CH3:24])(=[O:22])=[O:21])=[CH:15][CH:14]=2)[CH:6]=1.Cl[C:26]1[N:31]=[CH:30][C:29]([Cl:32])=[CH:28][N:27]=1. Product: [Cl:32][C:29]1[CH:28]=[N:27][C:26]([NH:3][CH2:4][C:5]2[N:10]=[C:9]([CH3:11])[N:8]=[C:7]([O:12][C:13]3[CH:14]=[CH:15][C:16]([CH2:19][S:20]([NH:23][CH3:24])(=[O:22])=[O:21])=[CH:17][CH:18]=3)[CH:6]=2)=[N:31][CH:30]=1. The catalyst class is: 16. (3) Reactant: [Br:1][C:2]1[CH:6]=[N:5][N:4]([CH3:7])[C:3]=1[NH:8][C:9]1[CH:14]=[CH:13][C:12](I)=[CH:11][CH:10]=1.[C:16]([C:19]1[CH:24]=[CH:23][C:22](B(O)O)=[CH:21][CH:20]=1)(=[O:18])[CH3:17].C(=O)([O-])[O-].[Cs+].[Cs+].COCCOC. Product: [Br:1][C:2]1[CH:6]=[N:5][N:4]([CH3:7])[C:3]=1[NH:8][C:9]1[CH:14]=[CH:13][C:12]([C:21]2[CH:22]=[CH:23][CH:24]=[C:19]([C:16](=[O:18])[CH3:17])[CH:20]=2)=[CH:11][CH:10]=1. The catalyst class is: 690. (4) Reactant: [CH2:1]([O:3][C:4](=[O:15])[CH2:5][C:6]1[CH:11]=[CH:10][C:9]([CH2:12][CH3:13])=[C:8]([OH:14])[CH:7]=1)[CH3:2].C([O-])([O-])=O.[K+].[K+].[Br:22][C:23]1[CH:28]=[CH:27][C:26]([Cl:29])=[CH:25][C:24]=1F.Cl. Product: [CH2:1]([O:3][C:4](=[O:15])[CH2:5][C:6]1[CH:11]=[CH:10][C:9]([CH2:12][CH3:13])=[C:8]([O:14][C:28]2[CH:27]=[C:26]([Cl:29])[CH:25]=[CH:24][C:23]=2[Br:22])[CH:7]=1)[CH3:2]. The catalyst class is: 37.